Dataset: Full USPTO retrosynthesis dataset with 1.9M reactions from patents (1976-2016). Task: Predict the reactants needed to synthesize the given product. (1) Given the product [C:1]([O:5][C:6]([N:8]1[CH2:12][CH:11]([O:13][C:14]2[CH:19]=[CH:18][C:17]([F:20])=[CH:16][C:15]=2[F:21])[CH2:10][CH:9]1[C:22]([OH:24])=[O:23])=[O:7])([CH3:4])([CH3:2])[CH3:3], predict the reactants needed to synthesize it. The reactants are: [C:1]([O:5][C:6]([N:8]1[CH2:12][CH:11]([O:13][C:14]2[CH:19]=[CH:18][C:17]([F:20])=[CH:16][C:15]=2[F:21])[CH2:10][CH:9]1[C:22]([O:24]C)=[O:23])=[O:7])([CH3:4])([CH3:3])[CH3:2].[OH-].[Na+].Cl. (2) Given the product [S:8]1[C:12]2[CH:13]=[CH:14][CH:15]=[CH:16][C:11]=2[N:10]=[C:9]1[NH:17][C:18]([N:20]1[C:29]2[C:24](=[CH:25][CH:26]=[C:27]([C:30]3[N:35]=[C:34]([C:36]([OH:38])=[O:37])[CH:33]=[CH:32][CH:31]=3)[CH:28]=2)[N:23]([CH3:43])[CH2:22][CH2:21]1)=[O:19], predict the reactants needed to synthesize it. The reactants are: FC(F)(F)C(O)=O.[S:8]1[C:12]2[CH:13]=[CH:14][CH:15]=[CH:16][C:11]=2[N:10]=[C:9]1[NH:17][C:18]([N:20]1[C:29]2[C:24](=[CH:25][CH:26]=[C:27]([C:30]3[N:35]=[C:34]([C:36]([O:38]C(C)(C)C)=[O:37])[CH:33]=[CH:32][CH:31]=3)[CH:28]=2)[N:23]([CH3:43])[CH2:22][CH2:21]1)=[O:19]. (3) Given the product [F:8][C:9]1[CH:10]=[C:11]([C:15]2[C:19]([C:20]3[N:21]=[CH:22][N:23]([C:25]4[CH:26]=[C:27]([CH:31]=[CH:32][CH:33]=4)[C:28]([NH:7][CH:4]4[CH2:5][CH2:6][O:1][CH2:2][CH2:3]4)=[O:29])[CH:24]=3)=[C:18]([CH3:34])[O:17][N:16]=2)[CH:12]=[CH:13][CH:14]=1, predict the reactants needed to synthesize it. The reactants are: [O:1]1[CH2:6][CH2:5][CH:4]([NH2:7])[CH2:3][CH2:2]1.[F:8][C:9]1[CH:10]=[C:11]([C:15]2[C:19]([C:20]3[N:21]=[CH:22][N:23]([C:25]4[CH:26]=[C:27]([CH:31]=[CH:32][CH:33]=4)[C:28](O)=[O:29])[CH:24]=3)=[C:18]([CH3:34])[O:17][N:16]=2)[CH:12]=[CH:13][CH:14]=1. (4) Given the product [F:11][C:9]([F:10])([F:12])[C:7]1[CH:6]=[C:5]([CH2:13][O:14][C@@H:15]2[CH2:21][CH2:20][C@@H:19]3[NH:22][C@@:16]2([C:28]2[CH:33]=[CH:32][CH:31]=[CH:30][CH:29]=2)[C@@H:17]([C:26]#[N:27])[CH2:18]3)[CH:4]=[C:3]([C:2]([F:1])([F:34])[F:35])[CH:8]=1, predict the reactants needed to synthesize it. The reactants are: [F:1][C:2]([F:35])([F:34])[C:3]1[CH:4]=[C:5]([CH2:13][O:14][C@@H:15]2[CH2:21][CH2:20][C@@H:19]3[N:22](CC=C)[C@@:16]2([C:28]2[CH:33]=[CH:32][CH:31]=[CH:30][CH:29]=2)[C@@H:17]([C:26]#[N:27])[CH2:18]3)[CH:6]=[C:7]([C:9]([F:12])([F:11])[F:10])[CH:8]=1.CN1C(=O)CC(=O)N(C)C1=O.[OH-].[Na+]. (5) Given the product [I-:52].[F:1][C:2]([F:8])([F:7])[S:3]([O-:6])(=[O:5])=[O:4].[OH:9][C@@H:10]([C@H:12]1[C:50](=[O:51])[N:14]2[C:15]([C:37]([O:39][CH2:40][C:41]3[CH:42]=[CH:43][C:44]([N+:47]([O-:49])=[O:48])=[CH:45][CH:46]=3)=[O:38])=[C:16]([C:19]3[S:23][C:22]4=[C:24]([S:35][CH3:36])[N:25]([CH2:27][CH2:28][C:29]5[CH:34]=[CH:33][CH:32]=[CH:31][N+:30]=5[CH3:2])[CH:26]=[N+:21]4[CH:20]=3)[C@H:17]([CH3:18])[C@H:13]12)[CH3:11], predict the reactants needed to synthesize it. The reactants are: [F:1][C:2]([F:8])([F:7])[S:3]([O-:6])(=[O:5])=[O:4].[OH:9][C@@H:10]([C@H:12]1[C:50](=[O:51])[N:14]2[C:15]([C:37]([O:39][CH2:40][C:41]3[CH:46]=[CH:45][C:44]([N+:47]([O-:49])=[O:48])=[CH:43][CH:42]=3)=[O:38])=[C:16]([C:19]3[S:23][C:22]4=[C:24]([S:35][CH3:36])[N:25]([CH2:27][CH2:28][C:29]5[CH:34]=[CH:33][CH:32]=[CH:31][N:30]=5)[CH:26]=[N+:21]4[CH:20]=3)[C@H:17]([CH3:18])[C@H:13]12)[CH3:11].[I:52]C. (6) Given the product [Br:10][C:11]1[CH:12]=[C:13]([CH:14]2[NH:1][C:2]3[CH:7]=[CH:6][CH:5]=[CH:4][C:3]=3[CH2:8][O:9]2)[CH:16]=[CH:17][CH:18]=1, predict the reactants needed to synthesize it. The reactants are: [NH2:1][C:2]1[CH:7]=[CH:6][CH:5]=[CH:4][C:3]=1[CH2:8][OH:9].[Br:10][C:11]1[CH:12]=[C:13]([CH:16]=[CH:17][CH:18]=1)[CH:14]=O.